From a dataset of Full USPTO retrosynthesis dataset with 1.9M reactions from patents (1976-2016). Predict the reactants needed to synthesize the given product. (1) Given the product [OH:34][CH2:33][C:23]1[CH2:22][CH2:21][C:20](=[O:19])[N:25]([CH2:26][CH2:27][CH2:28][C:29]([F:32])([F:30])[F:31])[N:24]=1, predict the reactants needed to synthesize it. The reactants are: FC1C=C(F)C=CC=1CN1C(=O)C=CC(CO)=N1.[O:19]=[C:20]1[N:25]([CH2:26][CH2:27][CH2:28][C:29]([F:32])([F:31])[F:30])[N:24]=[C:23]([C:33](OC)=[O:34])[CH2:22][CH2:21]1.[BH4-].[Na+]. (2) The reactants are: Cl[C:2]1[N:10]=[CH:9][N:8]=[C:7]2[C:3]=1[N:4]=[C:5]([C:11]1[CH:16]=[CH:15][CH:14]=[C:13]([Cl:17])[CH:12]=1)[NH:6]2.[Si:18]([O:25][C@@H:26]1[C@H:30]([CH2:31][O:32][Si:33]([C:36]([CH3:39])([CH3:38])[CH3:37])([CH3:35])[CH3:34])[CH2:29][C@@H:28]([NH2:40])[CH2:27]1)([C:21]([CH3:24])([CH3:23])[CH3:22])([CH3:20])[CH3:19].C(N(CC)C(C)C)(C)C. Given the product [Si:18]([O:25][C@@H:26]1[C@H:30]([CH2:31][O:32][Si:33]([C:36]([CH3:39])([CH3:38])[CH3:37])([CH3:34])[CH3:35])[CH2:29][C@@H:28]([NH:40][C:2]2[N:10]=[CH:9][N:8]=[C:7]3[C:3]=2[N:4]=[C:5]([C:11]2[CH:16]=[CH:15][CH:14]=[C:13]([Cl:17])[CH:12]=2)[NH:6]3)[CH2:27]1)([C:21]([CH3:24])([CH3:23])[CH3:22])([CH3:20])[CH3:19], predict the reactants needed to synthesize it. (3) The reactants are: [Br:1][C:2]1[C:3]([CH3:11])=[CH:4][C:5]([CH:8]=[N:9][OH:10])=[N:6][CH:7]=1.ClN1C(=O)CCC1=O.[Cl:20][C:21]1[CH:26]=[C:25]([C:27]([C:29]([F:32])([F:31])[F:30])=[CH2:28])[CH:24]=[C:23]([Cl:33])[CH:22]=1.C(N(CC)CC)C. Given the product [Br:1][C:2]1[C:3]([CH3:11])=[CH:4][C:5]([C:8]2[CH2:28][C:27]([C:25]3[CH:24]=[C:23]([Cl:33])[CH:22]=[C:21]([Cl:20])[CH:26]=3)([C:29]([F:30])([F:32])[F:31])[O:10][N:9]=2)=[N:6][CH:7]=1, predict the reactants needed to synthesize it. (4) Given the product [OH:8][CH2:9][CH2:10][N:11]([CH:42]([CH3:44])[CH3:43])[C:12]([C:14]1[C:19]([O:20][CH2:21][C:22]2[CH:23]=[CH:24][CH:25]=[CH:26][CH:27]=2)=[C:18]([OH:28])[N:17]=[C:16]([CH2:29][C:30]2[C:35]([C:36]3[CH:37]=[CH:38][CH:39]=[CH:40][CH:41]=3)=[CH:34][CH:33]=[CH:32][N:31]=2)[N:15]=1)=[O:13], predict the reactants needed to synthesize it. The reactants are: [Si]([O:8][CH2:9][CH2:10][N:11]([CH:42]([CH3:44])[CH3:43])[C:12]([C:14]1[C:19]([O:20][CH2:21][C:22]2[CH:27]=[CH:26][CH:25]=[CH:24][CH:23]=2)=[C:18]([OH:28])[N:17]=[C:16]([CH2:29][C:30]2[C:35]([C:36]3[CH:41]=[CH:40][CH:39]=[CH:38][CH:37]=3)=[CH:34][CH:33]=[CH:32][N:31]=2)[N:15]=1)=[O:13])(C(C)(C)C)(C)C.[Si](OCCN(C)C(C1C(OCC2C=CC=CC=2)=C(O)N=C(CC2C=CC=CC=2C2C=CC=CC=2)N=1)=O)(C(C)(C)C)(C)C.CO. (5) Given the product [Cl:9][C:3]1[CH:4]=[C:5]([N:10]2[C:18]3[C:13](=[C:14]([CH2:19][N:20]4[CH2:25][CH2:24][CH:23]([C:26]5[CH:27]=[C:28]([NH:32][C:33](=[O:37])[CH:34]([CH3:35])[CH3:36])[CH:29]=[CH:30][CH:31]=5)[CH2:22][CH2:21]4)[CH:15]=[CH:16][CH:17]=3)[CH:12]=[CH:11]2)[CH:6]=[CH:7][C:2]=1[Cl:1], predict the reactants needed to synthesize it. The reactants are: [Cl:1][C:2]1[CH:7]=[CH:6][C:5](I)=[CH:4][C:3]=1[Cl:9].[NH:10]1[C:18]2[C:13](=[C:14]([CH2:19][N:20]3[CH2:25][CH2:24][CH:23]([C:26]4[CH:27]=[C:28]([NH:32][C:33](=[O:37])[CH:34]([CH3:36])[CH3:35])[CH:29]=[CH:30][CH:31]=4)[CH2:22][CH2:21]3)[CH:15]=[CH:16][CH:17]=2)[CH:12]=[CH:11]1. (6) Given the product [NH2:7][CH2:8][C:9]1[CH:14]=[CH:13][C:12]([N:15]2[CH2:19][CH2:18][C:17]([C:24]3[CH:25]=[C:26]([C:34]([F:35])([F:36])[F:37])[CH:27]=[C:28]([C:30]([F:33])([F:32])[F:31])[CH:29]=3)([C:20]([F:22])([F:23])[F:21])[CH:16]2[OH:38])=[N:11][C:10]=1[Br:39], predict the reactants needed to synthesize it. The reactants are: C(OC(=O)[NH:7][CH2:8][C:9]1[C:10]([Br:39])=[N:11][C:12]([N:15]2[CH2:19][CH2:18][C:17]([C:24]3[CH:29]=[C:28]([C:30]([F:33])([F:32])[F:31])[CH:27]=[C:26]([C:34]([F:37])([F:36])[F:35])[CH:25]=3)([C:20]([F:23])([F:22])[F:21])[CH:16]2[OH:38])=[CH:13][CH:14]=1)(C)(C)C.Cl.C(=O)([O-])[O-].[Na+].[Na+]. (7) Given the product [CH:27]1([CH2:26][N:14]2[C:13](=[O:16])[CH:12]=[C:11]([C:17]3[CH:18]=[CH:19][C:20]([O:23][CH3:24])=[CH:21][CH:22]=3)[C:10]([C:4]3[CH:5]=[CH:6][C:7]([O:8][CH3:9])=[C:2]([F:1])[CH:3]=3)=[N:15]2)[CH2:29][CH2:28]1, predict the reactants needed to synthesize it. The reactants are: [F:1][C:2]1[CH:3]=[C:4]([C:10]2[C:11]([C:17]3[CH:22]=[CH:21][C:20]([O:23][CH3:24])=[CH:19][CH:18]=3)=[CH:12][C:13](=[O:16])[NH:14][N:15]=2)[CH:5]=[CH:6][C:7]=1[O:8][CH3:9].Cl[CH2:26][CH:27]1[CH2:29][CH2:28]1. (8) Given the product [CH:16]1([N:5]2[C:4]3[N:3]=[C:2]([N:21]4[CH:25]=[CH:24][N:23]=[C:22]4[C:26]4[CH:31]=[N:30][CH:29]=[N:28][CH:27]=4)[N:11]=[CH:10][C:9]=3[N:8]([CH3:12])[C:7](=[O:13])[C@H:6]2[CH2:14][CH3:15])[CH2:20][CH2:19][CH2:18][CH2:17]1, predict the reactants needed to synthesize it. The reactants are: Cl[C:2]1[N:11]=[CH:10][C:9]2[N:8]([CH3:12])[C:7](=[O:13])[C@@H:6]([CH2:14][CH3:15])[N:5]([CH:16]3[CH2:20][CH2:19][CH2:18][CH2:17]3)[C:4]=2[N:3]=1.[NH:21]1[CH:25]=[CH:24][N:23]=[C:22]1[C:26]1[CH:27]=[N:28][CH:29]=[N:30][CH:31]=1. (9) Given the product [CH3:11][S:8]([NH:7][CH2:6][C:5]1[CH:12]=[CH:13][C:2]([NH:1][C:21](=[O:22])[O:23][C:24]2[CH:29]=[CH:28][CH:27]=[CH:26][CH:25]=2)=[CH:3][CH:4]=1)(=[O:10])=[O:9], predict the reactants needed to synthesize it. The reactants are: [NH2:1][C:2]1[CH:13]=[CH:12][C:5]([CH2:6][NH:7][S:8]([CH3:11])(=[O:10])=[O:9])=[CH:4][CH:3]=1.N1C=CC=CC=1.Cl[C:21]([O:23][C:24]1[CH:29]=[CH:28][CH:27]=[CH:26][CH:25]=1)=[O:22]. (10) Given the product [C:2]([C:6]1[NH:10][N:9]=[C:8]([CH2:11][C:13]#[N:14])[CH:7]=1)([CH3:5])([CH3:4])[CH3:3], predict the reactants needed to synthesize it. The reactants are: Cl.[C:2]([C:6]1[NH:10][N:9]=[C:8]([CH2:11]Cl)[CH:7]=1)([CH3:5])([CH3:4])[CH3:3].[C-:13]#[N:14].[K+].